This data is from Catalyst prediction with 721,799 reactions and 888 catalyst types from USPTO. The task is: Predict which catalyst facilitates the given reaction. (1) Product: [CH3:1][C:2]1[CH:3]=[C:4]([CH2:13][C@@H:14]([CH2:19][C:20]([O:22][CH3:23])=[O:21])[C:15]([O:17][CH3:18])=[O:16])[C:5]([CH2:11][Cl:26])=[C:6]2[C:10]=1[NH:9][N:8]=[CH:7]2. The catalyst class is: 4. Reactant: [CH3:1][C:2]1[CH:3]=[C:4]([CH2:13][C@@H:14]([CH2:19][C:20]([O:22][CH3:23])=[O:21])[C:15]([O:17][CH3:18])=[O:16])[C:5]([CH2:11]O)=[C:6]2[C:10]=1[NH:9][N:8]=[CH:7]2.S(Cl)([Cl:26])=O. (2) Reactant: C(OC([N:8]1[CH2:36][CH2:35][C:11]2([N:15]([C:16]([C:18]3[CH:23]=[CH:22][C:21]([CH:24]4[CH2:26][CH2:25]4)=[C:20]([CH2:27][C:28]4[CH:33]=[CH:32][C:31]([F:34])=[CH:30][CH:29]=4)[N:19]=3)=[O:17])[CH2:14][CH2:13][CH2:12]2)[CH2:10][CH2:9]1)=O)(C)(C)C.FC(F)(F)C(O)=O.C([O-])(O)=O.[Na+]. Product: [CH:24]1([C:21]2[CH:22]=[CH:23][C:18]([C:16]([N:15]3[C:11]4([CH2:35][CH2:36][NH:8][CH2:9][CH2:10]4)[CH2:12][CH2:13][CH2:14]3)=[O:17])=[N:19][C:20]=2[CH2:27][C:28]2[CH:29]=[CH:30][C:31]([F:34])=[CH:32][CH:33]=2)[CH2:26][CH2:25]1. The catalyst class is: 2. (3) Reactant: [CH3:1][N:2]1[CH2:9][C@@H:8]2[C@@H:4]([N:5]([C:10]3[CH:15]=[CH:14][C:13]([N:16]4[CH2:21][CH2:20][N:19](C(=O)C)[CH2:18][CH2:17]4)=[CH:12][CH:11]=3)[CH2:6][CH2:7]2)[CH2:3]1.CO. Product: [CH3:1][N:2]1[CH2:9][C@@H:8]2[C@@H:4]([N:5]([C:10]3[CH:11]=[CH:12][C:13]([N:16]4[CH2:17][CH2:18][NH:19][CH2:20][CH2:21]4)=[CH:14][CH:15]=3)[CH2:6][CH2:7]2)[CH2:3]1. The catalyst class is: 33. (4) Reactant: [OH:1][CH2:2][CH:3]([CH3:21])[CH2:4][O:5][C:6]1[CH:11]=[CH:10][C:9]([CH:12]([C:18]#[C:19][CH3:20])[CH2:13][C:14]([O:16][CH3:17])=[O:15])=[CH:8][CH:7]=1.O[C:23]1[CH:28]=[CH:27][C:26]([C:29]([F:32])([F:31])[F:30])=[CH:25][CH:24]=1.C1(P(C2C=CC=CC=2)C2C=CC=CC=2)C=CC=CC=1.N(C(OC(C)C)=O)=NC(OC(C)C)=O. Product: [CH3:21][CH:3]([CH2:2][O:1][C:23]1[CH:28]=[CH:27][C:26]([C:29]([F:32])([F:31])[F:30])=[CH:25][CH:24]=1)[CH2:4][O:5][C:6]1[CH:11]=[CH:10][C:9]([CH:12]([C:18]#[C:19][CH3:20])[CH2:13][C:14]([O:16][CH3:17])=[O:15])=[CH:8][CH:7]=1. The catalyst class is: 4. (5) Reactant: [H-].[Na+].[Br:3][C:4]1[CH:9]=[CH:8][C:7]([N:10]2[C:21]3[C:13](=[C:14]4[N:18]([C:19](=[O:23])[C:20]=3F)[CH2:17][CH2:16][CH2:15]4)[NH:12][C:11]2=[O:24])=[C:6]([F:25])[CH:5]=1.[CH3:26][C:27]([O:30][C:31](O[C:31]([O:30][C:27]([CH3:29])([CH3:28])[CH3:26])=[O:32])=[O:32])([CH3:29])[CH3:28]. Product: [C:27]([O:30][C:31]([N:12]1[C:13]2[C:21](=[CH:20][C:19](=[O:23])[N:18]3[C:14]=2[CH2:15][CH2:16][CH2:17]3)[N:10]([C:7]2[CH:8]=[CH:9][C:4]([Br:3])=[CH:5][C:6]=2[F:25])[C:11]1=[O:24])=[O:32])([CH3:29])([CH3:28])[CH3:26]. The catalyst class is: 198.